From a dataset of Forward reaction prediction with 1.9M reactions from USPTO patents (1976-2016). Predict the product of the given reaction. (1) Given the reactants C(O)(C(F)(F)F)=O.[Cl:8][C:9]1[CH:10]=[N:11][CH:12]=[C:13]([F:28])[C:14]=1[C:15]1[CH2:16][CH2:17][N:18](C(OC(C)(C)C)=O)[CH2:19][CH:20]=1, predict the reaction product. The product is: [Cl:8][C:9]1[CH:10]=[N:11][CH:12]=[C:13]([F:28])[C:14]=1[C:15]1[CH2:16][CH2:17][NH:18][CH2:19][CH:20]=1. (2) Given the reactants [CH3:1][N:2]([CH:21]1[CH2:26][C:25]([CH3:28])([CH3:27])[NH:24][C:23]([CH3:30])([CH3:29])[CH2:22]1)[C:3]1[N:8]=[N:7][C:6]([C:9]2[CH:14]=[CH:13][C:12]([OH:15])=[CH:11][C:10]=2[O:16][C:17]([F:20])([F:19])[F:18])=[CH:5][CH:4]=1.CCN(CC)CC.C1C=CC(N([S:45]([C:48]([F:51])([F:50])[F:49])(=[O:47])=[O:46])[S:45]([C:48]([F:51])([F:50])[F:49])(=[O:47])=[O:46])=CC=1, predict the reaction product. The product is: [F:49][C:48]([F:51])([F:50])[S:45]([O:15][C:12]1[CH:13]=[CH:14][C:9]([C:6]2[N:7]=[N:8][C:3]([N:2]([CH3:1])[CH:21]3[CH2:26][C:25]([CH3:28])([CH3:27])[NH:24][C:23]([CH3:30])([CH3:29])[CH2:22]3)=[CH:4][CH:5]=2)=[C:10]([O:16][C:17]([F:20])([F:18])[F:19])[CH:11]=1)(=[O:47])=[O:46]. (3) Given the reactants [CH3:1][O:2][C:3]1[N:12]=[C:11]([CH3:13])[CH:10]=[CH:9][C:4]=1[C:5]([O:7]C)=O.[H-].[Al+3].[Li+].[H-].[H-].[H-].O.O.O.O.O.O.O.O.O.O.S([O-])([O-])(=O)=O.[Na+].[Na+].[CH2:37]1COC[CH2:38]1, predict the reaction product. The product is: [CH2:37]([CH:5]([C:4]1[C:3]([O:2][CH3:1])=[N:12][C:11]([CH3:13])=[CH:10][CH:9]=1)[OH:7])[CH3:38].